Dataset: HIV replication inhibition screening data with 41,000+ compounds from the AIDS Antiviral Screen. Task: Binary Classification. Given a drug SMILES string, predict its activity (active/inactive) in a high-throughput screening assay against a specified biological target. (1) The molecule is O=C(O)c1cc(Cl)cc(NC(=O)C(Cl)Cl)c1Cl. The result is 0 (inactive). (2) The molecule is N#CC(c1nc2ccccc2[nH]1)=c1sc(=Cc2ccccc2)c(=O)n1-c1ccccc1. The result is 0 (inactive). (3) The compound is COc1cc(OC)nc(-n2c(N)c(C(=O)O)c3ccc([N+](=O)[O-])cc3c2=O)n1. The result is 0 (inactive). (4) The compound is C=CC1=C(C)C2=[N+]3C1=Cc1c(C)c(C=C)c4n1[Fe-3]31(Cl)n3c(c(C)c(CCC(=O)O)c3=CC3=[N+]1C(=C4)C(C)=C3CCC(=O)O)=C2. The result is 0 (inactive). (5) The compound is CCC1(Cc2ccc(OC)c(OC)c2)[CH-][N+](=O)OC(OCc2ccccc2)C1OC(C)=O. The result is 0 (inactive). (6) The compound is CCc1cccc(CC)c1NC(=O)C1=C(C)NC(C)=C(C(=O)Nc2c(CC)cccc2CC)C1c1ccc2c(c1)OCO2. The result is 0 (inactive).